Dataset: Forward reaction prediction with 1.9M reactions from USPTO patents (1976-2016). Task: Predict the product of the given reaction. The product is: [Cl:20][C:17]1[N:16]=[CH:15][C:14]([N:13]2[CH2:12][CH2:11][C:4]3([CH2:9][CH2:10][O:7][CH2:6][CH2:5]3)[C:3]2=[O:21])=[CH:19][N:18]=1. Given the reactants CO[C:3](=[O:21])[C:4]([CH2:11][CH2:12][NH:13][C:14]1[CH:15]=[N:16][C:17]([Cl:20])=[N:18][CH:19]=1)([CH2:9][CH3:10])[CH2:5][CH2:6][O:7]C.CC(C)([O-])C.[K+], predict the reaction product.